From a dataset of Peptide-MHC class II binding affinity with 134,281 pairs from IEDB. Regression. Given a peptide amino acid sequence and an MHC pseudo amino acid sequence, predict their binding affinity value. This is MHC class II binding data. The peptide sequence is EPGHLAPTGMFVAAA. The MHC is HLA-DQA10102-DQB10602 with pseudo-sequence HLA-DQA10102-DQB10602. The binding affinity (normalized) is 0.715.